This data is from Forward reaction prediction with 1.9M reactions from USPTO patents (1976-2016). The task is: Predict the product of the given reaction. (1) Given the reactants Cl[C:2]1[CH:7]=[C:6]([Cl:8])[CH:5]=[CH:4][C:3]=1[N+:9]([O-:11])=[O:10].[NH2:12][C:13]1[CH:18]=[CH:17][C:16]([OH:19])=[CH:15][CH:14]=1.[F-].[K+], predict the reaction product. The product is: [Cl:8][C:6]1[CH:5]=[CH:4][C:3]([N+:9]([O-:11])=[O:10])=[C:2]([NH:12][C:13]2[CH:18]=[CH:17][C:16]([OH:19])=[CH:15][CH:14]=2)[CH:7]=1. (2) The product is: [CH3:1][N:2]([C@@H:10]1[CH2:14][CH2:13][N:12]([C:15]2[C:16]3[CH:23]=[CH:22][N:21]([CH2:24][O:25][CH2:26][CH2:27][Si:28]([CH3:30])([CH3:29])[CH3:31])[C:17]=3[N:18]=[CH:19][N:20]=2)[CH2:11]1)[C:3]1[N:4]=[CH:5][C:6]([NH:9][S:34]([CH2:32][CH3:33])(=[O:36])=[O:35])=[CH:7][CH:8]=1. Given the reactants [CH3:1][N:2]([C@@H:10]1[CH2:14][CH2:13][N:12]([C:15]2[C:16]3[CH:23]=[CH:22][N:21]([CH2:24][O:25][CH2:26][CH2:27][Si:28]([CH3:31])([CH3:30])[CH3:29])[C:17]=3[N:18]=[CH:19][N:20]=2)[CH2:11]1)[C:3]1[CH:8]=[CH:7][C:6]([NH2:9])=[CH:5][N:4]=1.[CH2:32]([S:34](Cl)(=[O:36])=[O:35])[CH3:33].CCN(CC)CC, predict the reaction product. (3) Given the reactants C(O)(=O)CC(CC(O)=O)(C(O)=O)O.O[C@@]1(C)C(=[N:21][C@H:22]([C:31]([O:33][C:34]([CH3:37])([CH3:36])[CH3:35])=[O:32])[CH:23]([CH3:30])[CH2:24][C:25]([O:27][CH2:28][CH3:29])=[O:26])C[C@H]2C[C@@H]1C2(C)C, predict the reaction product. The product is: [CH3:30][CH:23]([CH2:24][C:25]([O:27][CH2:28][CH3:29])=[O:26])[C@@H:22]([C:31]([O:33][C:34]([CH3:36])([CH3:37])[CH3:35])=[O:32])[NH2:21]. (4) Given the reactants N#N.[NH:3]1[C:7]2[CH:8]=[CH:9][CH:10]=[CH:11][C:6]=2[N:5]=[C:4]1[CH:12]([NH2:25])[CH2:13][C:14]1[CH:19]=[CH:18][C:17]([C:20]([F:23])([F:22])[F:21])=[CH:16][C:15]=1[F:24].[C:26](N1C=CN=C1)(N1C=CN=C1)=[O:27].O, predict the reaction product. The product is: [F:24][C:15]1[CH:16]=[C:17]([C:20]([F:21])([F:23])[F:22])[CH:18]=[CH:19][C:14]=1[CH2:13][CH:12]1[C:4]2=[N:5][C:6]3[CH:11]=[CH:10][CH:9]=[CH:8][C:7]=3[N:3]2[C:26](=[O:27])[NH:25]1. (5) Given the reactants [Cl:1][C:2]1[CH:3]=[N:4][CH:5]=[C:6]([Cl:9])[C:7]=1Cl.[NH:10]1[CH2:15][CH2:14][CH:13]([C:16]([O:18][CH2:19][CH3:20])=[O:17])[CH2:12][CH2:11]1.C(N(CC)CC)C.C(OCC)(=O)C, predict the reaction product. The product is: [Cl:9][C:6]1[CH:5]=[N:4][CH:3]=[C:2]([Cl:1])[C:7]=1[N:10]1[CH2:15][CH2:14][CH:13]([C:16]([O:18][CH2:19][CH3:20])=[O:17])[CH2:12][CH2:11]1. (6) The product is: [C:11]([O:10][C:8]([N:5]1[CH2:6][CH2:7][CH:2]([O:1][CH3:22])[CH:3]([C:15]([F:18])([F:16])[F:17])[CH2:4]1)=[O:9])([CH3:12])([CH3:13])[CH3:14]. Given the reactants [OH:1][CH:2]1[CH2:7][CH2:6][N:5]([C:8]([O:10][C:11]([CH3:14])([CH3:13])[CH3:12])=[O:9])[CH2:4][CH:3]1[C:15]([F:18])([F:17])[F:16].[H-].[Na+].I[CH3:22], predict the reaction product. (7) Given the reactants Cl.Cl.[NH2:3][CH2:4][C:5]1[CH:10]=[CH:9][CH:8]=[CH:7][C:6]=1[CH2:11][C:12]([N:14]([CH3:28])[C@@H:15]([C:22]1[CH:27]=[CH:26][CH:25]=[CH:24][CH:23]=1)[CH2:16][N:17]1[CH2:21][CH2:20][CH2:19][CH2:18]1)=[O:13].C(N(CC)CC)C.[C:36](Cl)(=[O:38])[CH3:37], predict the reaction product. The product is: [C:36]([NH:3][CH2:4][C:5]1[CH:10]=[CH:9][CH:8]=[CH:7][C:6]=1[CH2:11][C:12]([N:14]([CH3:28])[C@@H:15]([C:22]1[CH:27]=[CH:26][CH:25]=[CH:24][CH:23]=1)[CH2:16][N:17]1[CH2:21][CH2:20][CH2:19][CH2:18]1)=[O:13])(=[O:38])[CH3:37]. (8) Given the reactants [CH3:1][C@:2]12[CH2:19][CH2:18][C@H:17]3[C@@H:7]([CH2:8][CH:9]=[C:10]4[C@:15]3([CH3:16])[CH2:14][CH2:13][C:12](=[O:20])[CH2:11]4)[C@@H:6]1[CH2:5][CH2:4][C:3]2=[O:21].P([O-])([O-])([O-])=O.[K+].[K+].[K+].C1C=[N+]([C@@H]2O[C@H](COP(OP(OC[C@H]3O[C@@H](N4C5N=CN=C(N)C=5N=C4)[C@H](O)[C@@H]3O)(O)=O)(O)=O)[C@@H](O)[C@H]2O)C=C(C(N)=O)C=1.C1C=[N+]([C@@H]2O[C@H](COP(OP(OC[C@H]3O[C@@H](N4C5N=CN=C(N)C=5N=C4)[C@H](OP(O)(O)=O)[C@@H]3O)(O)=O)(O)=O)[C@@H](O)[C@H]2O)C=C(C(N)=O)C=1.O=C[C@@H]([C@H]([C@@H]([C@@H](CO)O)O)O)O.C(=O)(O)[O-].[Na+], predict the reaction product. The product is: [CH3:1][C@@:2]12[C:3](=[O:21])[CH2:4][CH2:5][C@H:6]1[C@@H:7]1[CH2:8][CH:9]=[C:10]3[CH2:11][C@@H:12]([OH:20])[CH2:13][CH2:14][C@:15]3([CH3:16])[C@H:17]1[CH2:18][CH2:19]2. (9) The product is: [N+:1]([C:4]1[CH:8]=[CH:7][N:6]([C:10]2[CH:15]=[CH:14][CH:13]=[CH:12][CH:11]=2)[CH:5]=1)([O-:3])=[O:2]. Given the reactants [N+:1]([C:4]1[CH:8]=[CH:7][NH:6][CH:5]=1)([O-:3])=[O:2].I[C:10]1[CH:15]=[CH:14][CH:13]=[CH:12][CH:11]=1.OC1C=CC=C2C=1N=CC=C2.C([O-])([O-])=O.[K+].[K+], predict the reaction product.